Dataset: Full USPTO retrosynthesis dataset with 1.9M reactions from patents (1976-2016). Task: Predict the reactants needed to synthesize the given product. (1) Given the product [C:1]([O:5][C@@H:6]([C:11]1[C:12]([C:21]2[CH:22]=[C:23]3[C:28](=[CH:29][CH:30]=2)[O:27][CH2:26][CH2:25][CH2:24]3)=[C:13]2[CH:20]=[CH:19][N:18]([CH2:32][C:33]3[CH:38]=[CH:37][CH:36]=[C:35]([F:39])[C:34]=3[F:40])[C:14]2=[N:15][C:16]=1[CH3:17])[C:7]([OH:9])=[O:8])([CH3:4])([CH3:3])[CH3:2].[C:1]([O:5][C@@H:6]([C:11]1[C:12]([C:21]2[CH:22]=[C:23]3[C:28](=[CH:29][CH:30]=2)[O:27][CH2:26][CH2:25][CH2:24]3)=[C:13]2[CH:20]=[CH:19][NH:18][C:14]2=[N:15][C:16]=1[CH3:17])[C:7]([OH:9])=[O:8])([CH3:4])([CH3:2])[CH3:3], predict the reactants needed to synthesize it. The reactants are: [C:1]([O:5][C@@H:6]([C:11]1[C:12]([C:21]2[CH:22]=[C:23]3[C:28](=[CH:29][CH:30]=2)[O:27][CH2:26][CH2:25][CH2:24]3)=[C:13]2[CH:20]=[CH:19][NH:18][C:14]2=[N:15][C:16]=1[CH3:17])[C:7]([O:9]C)=[O:8])([CH3:4])([CH3:3])[CH3:2].Br[CH2:32][C:33]1[CH:38]=[CH:37][CH:36]=[C:35]([F:39])[C:34]=1[F:40]. (2) Given the product [OH:1][C@H:2]([C:16]1[S:17][C:18]([C:21]2[CH:22]=[N+:23]([O-:35])[CH:24]=[CH:25][CH:26]=2)=[CH:19][CH:20]=1)[C@@H:3]1[N:7]([CH3:8])[C:6](=[O:9])[CH2:5][C@@H:4]1[C:10]1[CH:11]=[CH:12][CH:13]=[CH:14][CH:15]=1, predict the reactants needed to synthesize it. The reactants are: [OH:1][C@H:2]([C:16]1[S:17][C:18]([C:21]2[CH:22]=[N:23][CH:24]=[CH:25][CH:26]=2)=[CH:19][CH:20]=1)[C@@H:3]1[N:7]([CH3:8])[C:6](=[O:9])[CH2:5][C@@H:4]1[C:10]1[CH:15]=[CH:14][CH:13]=[CH:12][CH:11]=1.C1C=C(Cl)C=C(C(OO)=[O:35])C=1.C([O-])(O)=O.[Na+]. (3) Given the product [CH2:1]([O:8][C:9]1[CH:10]=[C:11]2[C:16](=[CH:17][C:18]=1[O:19][CH2:20][CH2:21][O:22][CH3:23])[N:15]=[CH:14][C:13]([C:24]#[N:25])=[C:12]2[Cl:29])[C:2]1[CH:7]=[CH:6][CH:5]=[CH:4][CH:3]=1, predict the reactants needed to synthesize it. The reactants are: [CH2:1]([O:8][C:9]1[CH:10]=[C:11]2[C:16](=[CH:17][C:18]=1[O:19][CH2:20][CH2:21][O:22][CH3:23])[N:15]=[CH:14][C:13]([C:24]#[N:25])=[C:12]2O)[C:2]1[CH:7]=[CH:6][CH:5]=[CH:4][CH:3]=1.P(Cl)(Cl)([Cl:29])=O. (4) Given the product [Cl:54][CH2:53][C@@H:52]([OH:55])[CH2:51][NH:50][C:16]([C:15]1[CH:14]=[N:13][N:10]2[CH:11]=[CH:12][C:7]([N:5]3[CH2:6][C:2]([F:1])([F:27])[CH2:3][CH:4]3[C:19]3[CH:24]=[C:23]([F:25])[CH:22]=[CH:21][C:20]=3[OH:26])=[N:8][C:9]=12)=[O:17], predict the reactants needed to synthesize it. The reactants are: [F:1][C:2]1([F:27])[CH2:6][N:5]([C:7]2[CH:12]=[CH:11][N:10]3[N:13]=[CH:14][C:15]([C:16](O)=[O:17])=[C:9]3[N:8]=2)[CH:4]([C:19]2[CH:24]=[C:23]([F:25])[CH:22]=[CH:21][C:20]=2[OH:26])[CH2:3]1.C1C=CC2N(O)N=NC=2C=1.CCN=C=NCCCN(C)C.Cl.[NH2:50][CH2:51][C@H:52]([OH:55])[CH2:53][Cl:54].CCN(C(C)C)C(C)C. (5) The reactants are: [CH:1]1([CH:7]2[C:16]3[C:11](=[CH:12][C:13]([O:18][CH3:19])=[C:14]([OH:17])[CH:15]=3)[CH2:10][CH2:9][NH:8]2)[CH2:6][CH2:5][CH2:4][CH2:3][CH2:2]1.[C:20](OC(=O)C)(=[O:22])[CH3:21].C(N(CC)CC)C. Given the product [C:20]([N:8]1[CH2:9][CH2:10][C:11]2[C:16](=[CH:15][C:14]([OH:17])=[C:13]([O:18][CH3:19])[CH:12]=2)[CH:7]1[CH:1]1[CH2:2][CH2:3][CH2:4][CH2:5][CH2:6]1)(=[O:22])[CH3:21], predict the reactants needed to synthesize it. (6) Given the product [CH3:1][O:2][C:3]1[CH:4]=[CH:5][C:6]([NH:9][C:10]2[N:11]([CH2:24][CH2:25][CH2:26][N:27]3[CH2:32][CH2:31][CH2:30][CH2:29][CH2:28]3)[C:12]3[CH:17]=[C:16]([C:18]([OH:20])=[O:19])[N:15]=[CH:14][C:13]=3[N:23]=2)=[CH:7][CH:8]=1, predict the reactants needed to synthesize it. The reactants are: [CH3:1][O:2][C:3]1[CH:8]=[CH:7][C:6]([NH:9][C:10]2[N:11]([CH2:24][CH2:25][CH2:26][N:27]3[CH2:32][CH2:31][CH2:30][CH2:29][CH2:28]3)[C:12]3[CH:17]=[C:16]([C:18]([O:20]CC)=[O:19])[N:15]=[CH:14][C:13]=3[N:23]=2)=[CH:5][CH:4]=1. (7) Given the product [N+:1]([C:16]1[C:17]2[C:22](=[CH:21][CH:20]=[CH:19][C:18]=2[CH2:23][C:24]([O:26][C:27]([CH3:30])([CH3:29])[CH3:28])=[O:25])[N:14]([S:11]([C:5]2[CH:6]=[CH:7][CH:8]=[CH:9][CH:10]=2)(=[O:12])=[O:13])[CH:15]=1)([O-:4])=[O:2], predict the reactants needed to synthesize it. The reactants are: [N+:1]([O-:4])(O)=[O:2].[C:5]1([S:11]([N:14]2[C:22]3[C:17](=[C:18]([CH2:23][C:24]([O:26][C:27]([CH3:30])([CH3:29])[CH3:28])=[O:25])[CH:19]=[CH:20][CH:21]=3)[CH:16]=[CH:15]2)(=[O:13])=[O:12])[CH:10]=[CH:9][CH:8]=[CH:7][CH:6]=1. (8) Given the product [Cl:22][C:4]1[CH:3]=[C:2]([C:27]2[CH:28]=[CH:29][C:24]([F:23])=[CH:25][CH:26]=2)[CH:20]=[C:19]([Cl:21])[C:5]=1[CH2:6][N:7]1[CH2:11][CH2:10][CH:9]([N:12]2[CH2:17][CH2:16][CH2:15][CH2:14][CH2:13]2)[C:8]1=[O:18], predict the reactants needed to synthesize it. The reactants are: Br[C:2]1[CH:20]=[C:19]([Cl:21])[C:5]([CH2:6][N:7]2[CH2:11][CH2:10][CH:9]([N:12]3[CH2:17][CH2:16][CH2:15][CH2:14][CH2:13]3)[C:8]2=[O:18])=[C:4]([Cl:22])[CH:3]=1.[F:23][C:24]1[CH:29]=[CH:28][C:27](B(O)O)=[CH:26][CH:25]=1.N#N. (9) The reactants are: [NH:1]1[C:9]2[C:4](=[CH:5][CH:6]=[CH:7][CH:8]=2)[C:3]([C:10]([O:12][CH2:13][CH3:14])=[O:11])=[N:2]1.Br[CH2:16][CH2:17][CH2:18][O:19][CH3:20]. Given the product [CH3:20][O:19][CH2:18][CH2:17][CH2:16][N:1]1[C:9]2[C:4](=[CH:5][CH:6]=[CH:7][CH:8]=2)[C:3]([C:10]([O:12][CH2:13][CH3:14])=[O:11])=[N:2]1, predict the reactants needed to synthesize it. (10) Given the product [Br:1][C:2]1[CH:3]=[CH:4][C:5]([CH2:10][N:12]2[CH2:17][CH2:16][O:15][CH2:14][CH2:13]2)=[C:6]([CH:9]=1)[C:7]#[N:8], predict the reactants needed to synthesize it. The reactants are: [Br:1][C:2]1[CH:3]=[CH:4][C:5]([CH2:10]Br)=[C:6]([CH:9]=1)[C:7]#[N:8].[NH:12]1[CH2:17][CH2:16][O:15][CH2:14][CH2:13]1.C(N(CC)CC)C.